This data is from Peptide-MHC class I binding affinity with 185,985 pairs from IEDB/IMGT. The task is: Regression. Given a peptide amino acid sequence and an MHC pseudo amino acid sequence, predict their binding affinity value. This is MHC class I binding data. (1) The peptide sequence is YTAVVPLVY. The MHC is HLA-B51:01 with pseudo-sequence HLA-B51:01. The binding affinity (normalized) is 0. (2) The peptide sequence is SLLSTNLPY. The binding affinity (normalized) is 0.149. The MHC is HLA-A68:01 with pseudo-sequence HLA-A68:01.